Dataset: Catalyst prediction with 721,799 reactions and 888 catalyst types from USPTO. Task: Predict which catalyst facilitates the given reaction. (1) The catalyst class is: 9. Product: [CH2:17]([N:3]1[C@H:4]2[C:12]3[CH:11]=[CH:10][CH:9]=[CH:8][C:7]=3[CH2:6][C@H:5]2[O:1][S:2]1(=[O:13])=[O:14])[C:16]#[CH:15]. Reactant: [O:1]1[C@@H:5]2[CH2:6][C:7]3[CH:8]=[CH:9][CH:10]=[CH:11][C:12]=3[C@@H:4]2[NH:3][S:2]1(=[O:14])=[O:13].[CH2:15](O)[C:16]#[CH:17].C1(P(C2C=CC=CC=2)C2C=CC=CC=2)C=CC=CC=1.N(/C(OC(C)C)=O)=N\C(OC(C)C)=O. (2) Reactant: [OH-].[Na+].[OH:3][CH2:4][CH:5]1[CH2:10][CH2:9][CH2:8][N:7]([C:11]2[N:16]=[C:15]([C:17]([NH:19][C:20]3[C:29]([CH3:30])=[CH:28][C:23]([C:24]([O:26]C)=[O:25])=[CH:22][C:21]=3[CH3:31])=[O:18])[C:14]([CH3:32])=[CH:13][CH:12]=2)[CH2:6]1.CO. Product: [OH:3][CH2:4][CH:5]1[CH2:10][CH2:9][CH2:8][N:7]([C:11]2[N:16]=[C:15]([C:17]([NH:19][C:20]3[C:21]([CH3:31])=[CH:22][C:23]([C:24]([OH:26])=[O:25])=[CH:28][C:29]=3[CH3:30])=[O:18])[C:14]([CH3:32])=[CH:13][CH:12]=2)[CH2:6]1. The catalyst class is: 1.